The task is: Predict the reaction yield, written as a fraction of the theoretical maximum amount of product (1.0 means a 100% yield; for example, 0.34 means a 34% yield).. This data is from Reaction yield outcomes from USPTO patents with 853,638 reactions. The reactants are [N+:1]([C:4]1[CH:9]=[CH:8][CH:7]=[CH:6][C:5]=1[CH2:10][C:11]([OH:13])=[O:12])([O-:3])=[O:2].S(=O)(=O)(O)O.[CH3:19]O. The catalyst is CCOC(C)=O. The product is [N+:1]([C:4]1[CH:9]=[CH:8][CH:7]=[CH:6][C:5]=1[CH2:10][C:11]([O:13][CH3:19])=[O:12])([O-:3])=[O:2]. The yield is 0.980.